This data is from Full USPTO retrosynthesis dataset with 1.9M reactions from patents (1976-2016). The task is: Predict the reactants needed to synthesize the given product. (1) Given the product [C@H:13]12[CH2:18][C@H:16]([NH:15][CH2:14]1)[CH2:17][N:12]2[CH2:11][C:8]1[CH:9]=[CH:10][C:5]([C:3]([O:2][CH3:1])=[O:4])=[CH:6][CH:7]=1, predict the reactants needed to synthesize it. The reactants are: [CH3:1][O:2][C:3]([C:5]1[CH:10]=[CH:9][C:8]([CH2:11][N:12]2[CH2:17][C@@H:16]3[CH2:18][C@H:13]2[CH2:14][N:15]3C(OC(C)(C)C)=O)=[CH:7][CH:6]=1)=[O:4].FC(F)(F)C(O)=O. (2) Given the product [CH3:27][C:2]1([CH3:1])[CH2:7][C:6]([C:36]2[CH:41]=[CH:40][C:39]([NH2:42])=[CH:38][CH:37]=2)=[CH:5][C:4]([CH3:25])([CH3:26])[S:3]1, predict the reactants needed to synthesize it. The reactants are: [CH3:1][C:2]1([CH3:27])[CH2:7][C:6](OS(C(F)(F)C(F)(F)C(F)(F)C(F)(F)F)(=O)=O)=[CH:5][C:4]([CH3:26])([CH3:25])[S:3]1.CC1(C)C(C)(C)OB([C:36]2[CH:41]=[CH:40][C:39]([NH2:42])=[CH:38][CH:37]=2)O1. (3) Given the product [ClH:1].[Cl:1][C:2]1[CH:3]=[CH:4][C:5]([O:28][CH2:29][CH:30]([CH3:32])[CH3:31])=[C:6]([CH2:8][N:9]2[C:13]([CH3:14])=[CH:12][C:11]([C:15]([NH:17][C:18]3[CH:23]=[CH:22][C:21]([CH2:24][N:33]4[CH2:38][CH2:37][O:36][CH2:35][CH2:34]4)=[CH:20][C:19]=3[O:26][CH3:27])=[O:16])=[N:10]2)[CH:7]=1, predict the reactants needed to synthesize it. The reactants are: [Cl:1][C:2]1[CH:3]=[CH:4][C:5]([O:28][CH2:29][CH:30]([CH3:32])[CH3:31])=[C:6]([CH2:8][N:9]2[C:13]([CH3:14])=[CH:12][C:11]([C:15]([NH:17][C:18]3[CH:23]=[CH:22][C:21]([CH:24]=O)=[CH:20][C:19]=3[O:26][CH3:27])=[O:16])=[N:10]2)[CH:7]=1.[NH:33]1[CH2:38][CH2:37][O:36][CH2:35][CH2:34]1.C(O[BH-](OC(=O)C)OC(=O)C)(=O)C.[Na+].C(OCC)(=O)C. (4) Given the product [ClH:36].[Cl:36][C:10]1[C:11]([C:18]2[CH:23]=[CH:22][C:21]([O:24][CH2:25][CH2:26][NH:27][CH3:28])=[CH:20][CH:19]=2)=[C:12]([C:14]([F:15])([F:17])[F:16])[CH:13]=[C:8]([NH:7][C:4]2[N:3]=[C:2]([NH2:1])[NH:6][N:5]=2)[CH:9]=1, predict the reactants needed to synthesize it. The reactants are: [NH2:1][C:2]1[NH:6][N:5]=[C:4]([NH:7][C:8]2[CH:13]=[C:12]([C:14]([F:17])([F:16])[F:15])[C:11]([C:18]3[CH:23]=[CH:22][C:21]([O:24][CH2:25][CH2:26][N:27](C)[C:28](=O)OC(C)(C)C)=[CH:20][CH:19]=3)=[C:10]([Cl:36])[CH:9]=2)[N:3]=1.Cl. (5) Given the product [CH2:1]([CH:3]1[C:11]2[CH:10]=[CH:9][CH:8]=[C:7]([OH:12])[C:6]=2[CH2:5][CH2:4]1)[CH3:2], predict the reactants needed to synthesize it. The reactants are: [CH:1](=[C:3]1[C:11]2[CH:10]=[CH:9][CH:8]=[C:7]([OH:12])[C:6]=2[CH2:5][CH2:4]1)[CH3:2].[H][H]. (6) Given the product [N:8]1[CH:13]=[CH:12][N:11]=[CH:10][C:9]=1[C:14]12[CH2:21][NH:20][CH2:19][CH:18]1[CH2:17][O:16][NH:15]2, predict the reactants needed to synthesize it. The reactants are: FC(F)(F)C(O)=O.[N:8]1[CH:13]=[CH:12][N:11]=[CH:10][C:9]=1[C:14]12[CH2:21][N:20](C(OC(C)(C)C)=O)[CH2:19][CH:18]1[CH2:17][O:16][NH:15]2. (7) Given the product [CH2:1]([O:3][C:4](=[O:14])[CH:5]([O:10][CH2:11][CH:12]=[CH2:13])[CH:6]([O:9][C:16](=[O:17])[CH3:15])[CH:7]=[CH2:8])[CH3:2], predict the reactants needed to synthesize it. The reactants are: [CH2:1]([O:3][C:4](=[O:14])[CH:5]([O:10][CH2:11][CH:12]=[CH2:13])[CH:6]([OH:9])[CH:7]=[CH2:8])[CH3:2].[CH3:15][C:16](OC(C)=O)=[O:17]. (8) Given the product [ClH:1].[ClH:1].[N:18]1[CH:23]=[CH:22][CH:21]=[C:20]([O:24][CH2:25][CH2:26][NH:27][C:2]2[N:9]=[C:8]([NH:10][C:11]3[CH:15]=[C:14]([CH3:16])[NH:13][N:12]=3)[CH:7]=[C:6]([CH3:17])[C:3]=2[C:4]#[N:5])[CH:19]=1, predict the reactants needed to synthesize it. The reactants are: [Cl:1][C:2]1[N:9]=[C:8]([NH:10][C:11]2[CH:15]=[C:14]([CH3:16])[NH:13][N:12]=2)[CH:7]=[C:6]([CH3:17])[C:3]=1[C:4]#[N:5].[N:18]1[CH:23]=[CH:22][CH:21]=[C:20]([O:24][CH2:25][CH2:26][NH2:27])[CH:19]=1.C(=O)([O-])O.[Na+].CS(C)=O.